The task is: Regression/Classification. Given a drug SMILES string, predict its absorption, distribution, metabolism, or excretion properties. Task type varies by dataset: regression for continuous measurements (e.g., permeability, clearance, half-life) or binary classification for categorical outcomes (e.g., BBB penetration, CYP inhibition). Dataset: bbb_martins.. This data is from Blood-brain barrier penetration binary classification data from Martins et al.. (1) The drug is O=C(c1ccccn1)N1CCN(Cc2ccccc2)CC1. The result is 1 (penetrates BBB). (2) The compound is CC(C)(C)OC(=O)CCCc1ccc(N(CCCl)CCCl)cc1. The result is 1 (penetrates BBB). (3) The molecule is CC1(C)SC2C(N(C(=N)c3ccncc3)[C@H](C(=O)NC(=O)CN)c3ccccc3)C(=O)N2C1C(=O)O. The result is 0 (does not penetrate BBB). (4) The compound is CC(=O)Nc1ccc(O)cc1. The result is 1 (penetrates BBB). (5) The compound is Cc1csc2ccc3[nH]c4c(c3c12)CN(C)CC4. The result is 1 (penetrates BBB). (6) The compound is Cc1cn([C@H]2C=C[C@@H](CO)O2)c(=O)[nH]c1=O. The result is 1 (penetrates BBB). (7) The drug is Nc1c2c(nc3ccccc13)CCCC2. The result is 1 (penetrates BBB). (8) The compound is CCc1cc2c(s1)N(C)C(=O)CN=C2c1ccccc1Cl. The result is 1 (penetrates BBB).